Dataset: Peptide-MHC class I binding affinity with 185,985 pairs from IEDB/IMGT. Task: Regression. Given a peptide amino acid sequence and an MHC pseudo amino acid sequence, predict their binding affinity value. This is MHC class I binding data. The peptide sequence is IMVASDVCKK. The MHC is HLA-A11:01 with pseudo-sequence HLA-A11:01. The binding affinity (normalized) is 0.632.